Dataset: Full USPTO retrosynthesis dataset with 1.9M reactions from patents (1976-2016). Task: Predict the reactants needed to synthesize the given product. (1) Given the product [ClH:1].[ClH:26].[Cl:1][C:2]1[CH:3]=[CH:4][C:5]([NH:6][C:7]2[C:16]3[C:11](=[CH:12][CH:13]=[CH:14][CH:15]=3)[C:10]([CH2:17][C:18]3[CH:23]=[CH:22][N:21]=[CH:20][CH:19]=3)=[N:9][N:8]=2)=[CH:24][CH:25]=1, predict the reactants needed to synthesize it. The reactants are: [Cl:1][C:2]1[CH:25]=[CH:24][C:5]([NH:6][C:7]2[C:16]3[C:11](=[CH:12][CH:13]=[CH:14][CH:15]=3)[C:10]([CH2:17][C:18]3[CH:23]=[CH:22][N:21]=[CH:20][CH:19]=3)=[N:9][N:8]=2)=[CH:4][CH:3]=1.[ClH:26].CCOCC. (2) Given the product [CH3:50][O:51][C:52]([C:54]1[C:55]([C:61]2[CH:66]=[CH:65][C:64]([C@H:67]([NH:69][C:23]([C:19]3([NH:18][C:16]([O:15][CH2:14][CH:12]4[C:11]5[CH:10]=[CH:9][CH:8]=[CH:7][C:6]=5[C:5]5[C:13]4=[CH:1][CH:2]=[CH:3][CH:4]=5)=[O:17])[CH2:22][O:21][CH2:20]3)=[O:24])[CH3:68])=[C:63]([F:70])[CH:62]=2)=[CH:56][CH:57]=[CH:58][C:59]=1[Cl:60])=[O:53], predict the reactants needed to synthesize it. The reactants are: [CH:1]1[C:13]2[CH:12]([CH2:14][O:15][C:16]([NH:18][C:19]3([C:23](O)=[O:24])[CH2:22][O:21][CH2:20]3)=[O:17])[C:11]3[C:6](=[CH:7][CH:8]=[CH:9][CH:10]=3)[C:5]=2[CH:4]=[CH:3][CH:2]=1.Cl.CN(C)CCCN=C=NCC.O.ON1C2C=CC=CC=2N=N1.Cl.[CH3:50][O:51][C:52]([C:54]1[C:55]([C:61]2[CH:66]=[CH:65][C:64]([C@H:67]([NH2:69])[CH3:68])=[C:63]([F:70])[CH:62]=2)=[CH:56][CH:57]=[CH:58][C:59]=1[Cl:60])=[O:53].C(N(CC)CC)C.C([O-])(O)=O.[Na+]. (3) The reactants are: Br[CH2:2][CH2:3][CH2:4][O:5][C:6]([C:19]1[CH:24]=[CH:23][CH:22]=[CH:21][CH:20]=1)([C:13]1[CH:18]=[CH:17][CH:16]=[CH:15][CH:14]=1)[C:7]1[CH:12]=[CH:11][CH:10]=[CH:9][CH:8]=1.CCN(CC)CC.[CH:32]([NH:35][CH2:36][CH2:37][OH:38])([CH3:34])[CH3:33]. Given the product [CH:32]([N:35]([CH2:2][CH2:3][CH2:4][O:5][C:6]([C:19]1[CH:24]=[CH:23][CH:22]=[CH:21][CH:20]=1)([C:13]1[CH:18]=[CH:17][CH:16]=[CH:15][CH:14]=1)[C:7]1[CH:12]=[CH:11][CH:10]=[CH:9][CH:8]=1)[CH2:36][CH2:37][OH:38])([CH3:34])[CH3:33], predict the reactants needed to synthesize it. (4) Given the product [CH3:49][N:50]1[CH2:55][CH2:54][N:53]([C:57]2[CH:62]=[C:61]([O:63][CH:64]([CH3:65])[CH3:66])[C:60]([N+:67]([O-:69])=[O:68])=[CH:59][C:58]=2[CH3:70])[CH2:52][CH2:51]1, predict the reactants needed to synthesize it. The reactants are: C(=O)([O-])[O-].[Cs+].[Cs+].CC1(C)C2C=CC=C(P(C3C=CC=CC=3)C3C=CC=CC=3)C=2OC2C1=CC=CC=2P(C1C=CC=CC=1)C1C=CC=CC=1.[CH3:49][N:50]1[CH2:55][CH2:54][NH:53][CH2:52][CH2:51]1.Cl[C:57]1[CH:62]=[C:61]([O:63][CH:64]([CH3:66])[CH3:65])[C:60]([N+:67]([O-:69])=[O:68])=[CH:59][C:58]=1[CH3:70]. (5) Given the product [C:1]([C:5]1[CH:28]=[CH:27][C:8]([CH2:9][N:10]2[CH2:14][CH:13]([CH2:15][CH2:16][CH2:17][C:18]3[CH:19]=[CH:20][C:21]([O:24][C:36]4([C:42]([OH:44])=[O:43])[CH2:41][CH2:40][CH2:39][CH2:38][CH2:37]4)=[CH:22][CH:23]=3)[N:12]([CH3:25])[C:11]2=[O:26])=[CH:7][CH:6]=1)([CH3:4])([CH3:2])[CH3:3], predict the reactants needed to synthesize it. The reactants are: [C:1]([C:5]1[CH:28]=[CH:27][C:8]([CH2:9][N:10]2[CH2:14][CH:13]([CH2:15][CH2:16][CH2:17][C:18]3[CH:23]=[CH:22][C:21]([OH:24])=[CH:20][CH:19]=3)[N:12]([CH3:25])[C:11]2=[O:26])=[CH:7][CH:6]=1)([CH3:4])([CH3:3])[CH3:2].CC(C)([O-])C.[K+].Br[C:36]1([C:42]([O:44]C)=[O:43])[CH2:41][CH2:40][CH2:39][CH2:38][CH2:37]1. (6) Given the product [CH3:1][NH:2][CH2:10][CH2:11][C:12]1[CH:13]=[CH:14][C:15]([C:18]2[N:22]=[CH:21][N:20]([C:23]3[CH:28]=[CH:27][C:26]([O:29][C:30]([F:33])([F:31])[F:32])=[CH:25][CH:24]=3)[N:19]=2)=[CH:16][CH:17]=1.[F:33][C:30]([F:31])([F:32])[C:34]([OH:36])=[O:35], predict the reactants needed to synthesize it. The reactants are: [CH3:1][N:2]([CH2:10][CH2:11][C:12]1[CH:17]=[CH:16][C:15]([C:18]2[N:22]=[CH:21][N:20]([C:23]3[CH:28]=[CH:27][C:26]([O:29][C:30]([F:33])([F:32])[F:31])=[CH:25][CH:24]=3)[N:19]=2)=[CH:14][CH:13]=1)C(=O)OC(C)(C)C.[C:34](=O)([OH:36])[O-:35].[Na+]. (7) Given the product [CH3:1][C:2]([CH3:10])([CH3:9])/[CH:3]=[CH:4]/[N+:5]([O-:7])=[O:6], predict the reactants needed to synthesize it. The reactants are: [CH3:1][C:2]([CH3:10])([CH3:9])[CH:3](O)[CH2:4][N+:5]([O-:7])=[O:6].FC(F)(F)C(OC(=O)C(F)(F)F)=O.C(N(CC)CC)C.